From a dataset of Catalyst prediction with 721,799 reactions and 888 catalyst types from USPTO. Predict which catalyst facilitates the given reaction. (1) Reactant: [C:1]([C:5]1[CH:22]=[CH:21][C:8]([C:9]([NH:11][CH2:12][CH2:13][C:14]2[CH:19]=[CH:18][C:17]([F:20])=[CH:16][CH:15]=2)=O)=[C:7]([Cl:23])[CH:6]=1)([CH3:4])([CH3:3])[CH3:2].Cl.[OH-].[Na+]. Product: [C:1]([C:5]1[CH:22]=[CH:21][C:8]([CH2:9][NH:11][CH2:12][CH2:13][C:14]2[CH:15]=[CH:16][C:17]([F:20])=[CH:18][CH:19]=2)=[C:7]([Cl:23])[CH:6]=1)([CH3:4])([CH3:2])[CH3:3]. The catalyst class is: 1. (2) Reactant: Br[C:2]1[CH:10]=[C:9]2[C:5]([C:6]([CH2:12][CH2:13][OH:14])=[CH:7][N:8]2[CH3:11])=[CH:4][CH:3]=1.[B:15]1([B:15]2[O:19][C:18]([CH3:21])([CH3:20])[C:17]([CH3:23])([CH3:22])[O:16]2)[O:19][C:18]([CH3:21])([CH3:20])[C:17]([CH3:23])([CH3:22])[O:16]1.C([O-])(=O)C.[K+]. Product: [CH3:11][N:8]1[C:9]2[C:5](=[CH:4][CH:3]=[C:2]([B:15]3[O:19][C:18]([CH3:21])([CH3:20])[C:17]([CH3:23])([CH3:22])[O:16]3)[CH:10]=2)[C:6]([CH2:12][CH2:13][OH:14])=[CH:7]1. The catalyst class is: 38. (3) Reactant: [CH2:1]([N:3]1[C:11]2[CH:10]=[CH:9][CH:8]=[C:7]3[CH2:12][CH2:13][N:14]([C:16]([O:18][C:19]([CH3:22])([CH3:21])[CH3:20])=[O:17])[CH2:15][C@H:5]([C:6]=23)[CH2:4]1)[CH3:2].[Br:23]N1C(=O)CCC1=O.C(=O)(O)[O-].[Na+]. Product: [Br:23][C:8]1[CH:9]=[CH:10][C:11]2[N:3]([CH2:1][CH3:2])[CH2:4][C@@H:5]3[CH2:15][N:14]([C:16]([O:18][C:19]([CH3:21])([CH3:20])[CH3:22])=[O:17])[CH2:13][CH2:12][C:7]=1[C:6]=23. The catalyst class is: 10. (4) Reactant: [C:1]([C:3]1[CH:8]=[CH:7][C:6]([CH2:9][C:10]([O:12][CH2:13][CH3:14])=[O:11])=[CH:5][CH:4]=1)#[N:2].[H-].[Na+].I[CH3:18]. Product: [C:1]([C:3]1[CH:8]=[CH:7][C:6]([CH:9]([CH3:18])[C:10]([O:12][CH2:13][CH3:14])=[O:11])=[CH:5][CH:4]=1)#[N:2]. The catalyst class is: 9. (5) Reactant: [OH:1][CH2:2][CH2:3][CH2:4][CH2:5][C@H:6]([NH:8]C(=O)OC(C)(C)C)[CH3:7].[C:16]([OH:22])([C:18]([F:21])([F:20])[F:19])=[O:17]. Product: [F:19][C:18]([F:21])([F:20])[C:16]([OH:22])=[O:17].[NH2:8][C@H:6]([CH3:7])[CH2:5][CH2:4][CH2:3][CH2:2][OH:1]. The catalyst class is: 2. (6) Reactant: C([O:3][C:4]([C:6]1[CH:14]=[C:13]2[C:9]([CH:10]=[N:11][N:12]2[CH:15]2[CH2:20][CH2:19][CH2:18][CH2:17][O:16]2)=[CH:8][C:7]=1[O:21][C:22]1[CH:27]=[CH:26][C:25]([N+:28]([O-:30])=[O:29])=[CH:24][C:23]=1[F:31])=[O:5])C.[Li+].[OH-].CCOC(C)=O.C(O)(=O)C. Product: [F:31][C:23]1[CH:24]=[C:25]([N+:28]([O-:30])=[O:29])[CH:26]=[CH:27][C:22]=1[O:21][C:7]1[CH:8]=[C:9]2[C:13](=[CH:14][C:6]=1[C:4]([OH:5])=[O:3])[N:12]([CH:15]1[CH2:20][CH2:19][CH2:18][CH2:17][O:16]1)[N:11]=[CH:10]2. The catalyst class is: 87. (7) Reactant: F[C:2]1[N:7]=[C:6]([C:8]2[NH:17][C:16](=[O:18])[C:15]3[C:10](=[CH:11][C:12]([O:21][CH3:22])=[CH:13][C:14]=3[O:19][CH3:20])[N:9]=2)[CH:5]=[CH:4][CH:3]=1.Cl.Cl.[N:25]1([CH:31]([CH3:34])[CH2:32][OH:33])[CH2:30][CH2:29][NH:28][CH2:27][CH2:26]1.CN(C)C(N(C)C)=N. Product: [OH:33][CH2:32][CH:31]([N:25]1[CH2:30][CH2:29][N:28]([C:2]2[N:7]=[C:6]([C:8]3[NH:17][C:16](=[O:18])[C:15]4[C:10](=[CH:11][C:12]([O:21][CH3:22])=[CH:13][C:14]=4[O:19][CH3:20])[N:9]=3)[CH:5]=[CH:4][CH:3]=2)[CH2:27][CH2:26]1)[CH3:34]. The catalyst class is: 58. (8) Reactant: [Cl:1][C:2]1[C:3]([CH2:9][CH3:10])=[C:4]([OH:8])[CH:5]=[CH:6][CH:7]=1.[F:11][C:12]([F:31])([F:30])[S:13](N(C1C=CC=CC=1)[S:13]([C:12]([F:31])([F:30])[F:11])(=[O:15])=[O:14])(=[O:15])=[O:14].O. Product: [F:11][C:12]([F:31])([F:30])[S:13]([O:8][C:4]1[CH:5]=[CH:6][CH:7]=[C:2]([Cl:1])[C:3]=1[CH2:9][CH3:10])(=[O:15])=[O:14]. The catalyst class is: 166.